From a dataset of Forward reaction prediction with 1.9M reactions from USPTO patents (1976-2016). Predict the product of the given reaction. (1) Given the reactants [CH3:1][N:2]1[C:6]([C:7]2[CH:8]=[C:9]3[C:14](=[CH:15][C:16]=2[C:17]([F:20])([F:19])[F:18])[NH:13][C:12](=[O:21])[N:11]([NH:22][S:23]([CH3:26])(=[O:25])=[O:24])[C:10]3=[O:27])=[CH:5][CH:4]=[N:3]1.Cl[C:29]([O:31][CH2:32][CH:33]([CH3:35])[CH3:34])=[O:30], predict the reaction product. The product is: [CH2:32]([O:31][C:29](=[O:30])[N:22]([S:23]([CH3:26])(=[O:25])=[O:24])[N:11]1[C:10](=[O:27])[C:9]2[C:14](=[CH:15][C:16]([C:17]([F:19])([F:20])[F:18])=[C:7]([C:6]3[N:2]([CH3:1])[N:3]=[CH:4][CH:5]=3)[CH:8]=2)[NH:13][C:12]1=[O:21])[CH:33]([CH3:35])[CH3:34]. (2) Given the reactants [Cl:1][C:2]1[C:3]([C:13]([NH2:15])=[O:14])=[N:4][C:5]([C:9](O)([CH3:11])[CH3:10])=[C:6]([Cl:8])[N:7]=1.N1C=CC=CC=1.S(Cl)(C)(=O)=O.[H][H], predict the reaction product. The product is: [Cl:1][C:2]1[C:3]([C:13]([NH2:15])=[O:14])=[N:4][C:5]([CH:9]([CH3:11])[CH3:10])=[C:6]([Cl:8])[N:7]=1. (3) The product is: [OH:25][CH2:24][C@@H:23]([NH:22][C:2]1[CH:3]=[C:4]2[C:9](=[CH:10][C:11]=1[N+:12]([O-:14])=[O:13])[NH:8][C:7](=[O:15])[N:6]([NH:16][S:17]([CH3:20])(=[O:19])=[O:18])[C:5]2=[O:21])[C:26]1[CH:31]=[CH:30][CH:29]=[CH:28][CH:27]=1. Given the reactants F[C:2]1[CH:3]=[C:4]2[C:9](=[CH:10][C:11]=1[N+:12]([O-:14])=[O:13])[NH:8][C:7](=[O:15])[N:6]([NH:16][S:17]([CH3:20])(=[O:19])=[O:18])[C:5]2=[O:21].[NH2:22][C@@H:23]([C:26]1[CH:31]=[CH:30][CH:29]=[CH:28][CH:27]=1)[CH2:24][OH:25], predict the reaction product. (4) Given the reactants [C:1]([O:4][C@H:5]1[CH2:10][CH2:9][C@@:8]([C@H:12]2[CH2:20][CH2:19][C@@:18]3([CH3:21])[C@@H:14]([CH2:15][CH2:16][C@@:17]3([OH:28])[C:22]3[CH:27]=[CH:26][CH:25]=[CH:24][N:23]=3)[C@@H:13]2[CH2:29][OH:30])([CH3:11])[C@@H:7]([CH2:31][OH:32])[CH2:6]1)(=[O:3])[CH3:2].[CH3:33][C:34](OC(C)=O)=[O:35], predict the reaction product. The product is: [C:34]([O:32][CH2:31][C@H:7]1[CH2:6][C@@H:5]([O:4][C:1](=[O:3])[CH3:2])[CH2:10][CH2:9][C@@:8]1([C@H:12]1[CH2:20][CH2:19][C@@:18]2([CH3:21])[C@@H:14]([CH2:15][CH2:16][C@@:17]2([OH:28])[C:22]2[CH:27]=[CH:26][CH:25]=[CH:24][N:23]=2)[C@@H:13]1[CH2:29][OH:30])[CH3:11])(=[O:35])[CH3:33].